From a dataset of Full USPTO retrosynthesis dataset with 1.9M reactions from patents (1976-2016). Predict the reactants needed to synthesize the given product. (1) Given the product [CH3:8][N:9]1[CH2:10][CH2:11][CH:12]([CH2:15][CH2:16][CH2:17][NH:18][C:19]([NH2:21])=[NH:20])[CH2:13][CH2:14]1, predict the reactants needed to synthesize it. The reactants are: CCO.CC(O)C.[CH3:8][N:9]1[CH2:14][CH2:13][CH:12]([CH2:15][CH2:16][CH2:17][N:18](C(OCC2C=CC=CC=2)=O)[C:19]([NH:21]C(OCC2C=CC=CC=2)=O)=[NH:20])[CH2:11][CH2:10]1.[H][H]. (2) Given the product [CH3:1][C:2]1[N:6]([CH:7]2[CH2:13][CH:12]3[N:14]([CH2:15][CH2:16][C:17]4([C:23]5[CH:28]=[CH:27][CH:26]=[CH:25][CH:24]=5)[CH2:18][CH2:19][N:20]([C:39]([C:38]5[CH:37]=[C:36]([CH:44]=[CH:43][CH:42]=5)[C:35]([O:34][CH3:33])=[O:45])=[O:40])[CH2:21][CH2:22]4)[CH:9]([CH2:10][CH2:11]3)[CH2:8]2)[C:5]2[CH:29]=[CH:30][CH:31]=[CH:32][C:4]=2[N:3]=1, predict the reactants needed to synthesize it. The reactants are: [CH3:1][C:2]1[N:6]([CH:7]2[CH2:13][CH:12]3[N:14]([CH2:15][CH2:16][C:17]4([C:23]5[CH:28]=[CH:27][CH:26]=[CH:25][CH:24]=5)[CH2:22][CH2:21][NH:20][CH2:19][CH2:18]4)[CH:9]([CH2:10][CH2:11]3)[CH2:8]2)[C:5]2[CH:29]=[CH:30][CH:31]=[CH:32][C:4]=2[N:3]=1.[CH3:33][O:34][C:35](=[O:45])[C:36]1[CH:44]=[CH:43][CH:42]=[C:38]([C:39](O)=[O:40])[CH:37]=1.C(N(CC)CC)C.Cl.CN(C)CCCN=C=NCC.